From a dataset of Forward reaction prediction with 1.9M reactions from USPTO patents (1976-2016). Predict the product of the given reaction. (1) Given the reactants F[C:2]1[CH:9]=[CH:8][CH:7]=[CH:6][C:3]=1[C:4]#[N:5].[CH3:10][S:11][C:12]1[CH:17]=[CH:16][C:15]([OH:18])=[CH:14][CH:13]=1.C([O-])([O-])=O.[K+].[K+], predict the reaction product. The product is: [CH3:10][S:11][C:12]1[CH:17]=[CH:16][C:15]([O:18][C:2]2[CH:9]=[CH:8][CH:7]=[CH:6][C:3]=2[C:4]#[N:5])=[CH:14][CH:13]=1. (2) Given the reactants [Br:1][C:2]1[CH:10]=[CH:9][CH:8]=[C:7]2[C:3]=1[C:4]([CH:11]=O)=[CH:5][NH:6]2.[H-].[H-].[H-].[H-].[Li+].[Al+3].[OH-].[Na+].O, predict the reaction product. The product is: [Br:1][C:2]1[CH:10]=[CH:9][CH:8]=[C:7]2[C:3]=1[C:4]([CH3:11])=[CH:5][NH:6]2. (3) Given the reactants [Cl:1][C:2]1[C:7]([C:8]2[CH:13]=[CH:12][CH:11]=[CH:10][CH:9]=2)=[N:6][N:5]=[C:4]2[N:14]([CH2:23][C:24]([OH:26])=O)[N:15]=[C:16]([C:17]3[CH:22]=[CH:21][CH:20]=[CH:19][CH:18]=3)[C:3]=12.[NH:27]1[CH2:32][CH2:31][CH:30]([OH:33])[CH2:29][CH2:28]1.C(N(C(C)C)CC)(C)C.F[P-](F)(F)(F)(F)F.N1(OC(N(C)C)=[N+](C)C)C2N=CC=CC=2N=N1, predict the reaction product. The product is: [Cl:1][C:2]1[C:7]([C:8]2[CH:13]=[CH:12][CH:11]=[CH:10][CH:9]=2)=[N:6][N:5]=[C:4]2[N:14]([CH2:23][C:24]([N:27]3[CH2:32][CH2:31][CH:30]([OH:33])[CH2:29][CH2:28]3)=[O:26])[N:15]=[C:16]([C:17]3[CH:22]=[CH:21][CH:20]=[CH:19][CH:18]=3)[C:3]=12. (4) Given the reactants Cl.[F:2][C:3]1[CH:4]=[N:5][C:6]([C@@H:9]([NH2:11])[CH3:10])=[N:7][CH:8]=1.ClC1N=C(Cl)N=C(NC2N(COCC[Si](C)(C)C)C=NC=2)N=1.[Cl:34][C:35]1[N:40]=[C:39](Cl)[N:38]=[C:37]([NH:42][C:43]2[N:44]=[CH:45][N:46]([CH2:48][O:49][CH2:50][CH2:51][Si:52]([CH3:55])([CH3:54])[CH3:53])[CH:47]=2)[N:36]=1, predict the reaction product. The product is: [Cl:34][C:35]1[N:40]=[C:39]([NH:11][C@H:9]([C:6]2[N:7]=[CH:8][C:3]([F:2])=[CH:4][N:5]=2)[CH3:10])[N:38]=[C:37]([NH:42][C:43]2[N:44]=[CH:45][N:46]([CH2:48][O:49][CH2:50][CH2:51][Si:52]([CH3:55])([CH3:54])[CH3:53])[CH:47]=2)[N:36]=1. (5) Given the reactants [Cl:1][C:2]1[CH:3]=[CH:4][C:5]([C:28]([F:31])([F:30])[F:29])=[C:6]([CH:27]=1)[CH2:7][N:8]1[CH2:13][CH2:12][NH:11][C:10]2[N:14]=[CH:15][C:16]([C:18]3[CH:26]=[CH:25][C:21]([C:22](O)=[O:23])=[CH:20][CH:19]=3)=[CH:17][C:9]1=2.[CH2:32]([NH2:39])[C:33]1[CH:38]=[CH:37][CH:36]=[CH:35][CH:34]=1, predict the reaction product. The product is: [CH2:32]([NH:39][C:22](=[O:23])[C:21]1[CH:25]=[CH:26][C:18]([C:16]2[CH:15]=[N:14][C:10]3[NH:11][CH2:12][CH2:13][N:8]([CH2:7][C:6]4[CH:27]=[C:2]([Cl:1])[CH:3]=[CH:4][C:5]=4[C:28]([F:31])([F:29])[F:30])[C:9]=3[CH:17]=2)=[CH:19][CH:20]=1)[C:33]1[CH:38]=[CH:37][CH:36]=[CH:35][CH:34]=1. (6) Given the reactants Cl.[CH:2]1([C:8]2[CH:15]=[CH:14][C:11]([CH2:12]Cl)=[CH:10][C:9]=2[N:16]([CH3:18])[CH3:17])[CH2:7][CH2:6][CH2:5][CH2:4][CH2:3]1.C(=O)([O-])[O-].[K+].[K+].[C:25]([O:29][C:30]([N:32]1[C:40]2[C:35](=[C:36]([CH3:42])[C:37]([OH:41])=[CH:38][CH:39]=2)[CH2:34][CH2:33]1)=[O:31])([CH3:28])([CH3:27])[CH3:26], predict the reaction product. The product is: [C:25]([O:29][C:30]([N:32]1[C:40]2[C:35](=[C:36]([CH3:42])[C:37]([O:41][CH2:12][C:11]3[CH:14]=[CH:15][C:8]([CH:2]4[CH2:7][CH2:6][CH2:5][CH2:4][CH2:3]4)=[C:9]([N:16]([CH3:18])[CH3:17])[CH:10]=3)=[CH:38][CH:39]=2)[CH2:34][CH2:33]1)=[O:31])([CH3:28])([CH3:27])[CH3:26]. (7) Given the reactants [CH3:1][CH:2]1[C:3](=[O:29])[NH:4][C:5]2[CH:6]=[N:7][CH:8]=[CH:9][C:10]=2[C:11]2[CH:12]=[CH:13][N:14]=[C:15]([CH:28]=2)[C@@H:16]([NH:20][C:21](=[O:27])[O:22][C:23]([CH3:26])([CH3:25])[CH3:24])[CH2:17][CH:18]=[CH:19]1, predict the reaction product. The product is: [CH3:1][CH:2]1[CH2:19][CH2:18][CH2:17][C@H:16]([NH:20][C:21](=[O:27])[O:22][C:23]([CH3:24])([CH3:26])[CH3:25])[C:15]2[CH:28]=[C:11]([CH:12]=[CH:13][N:14]=2)[C:10]2[CH:9]=[CH:8][N:7]=[CH:6][C:5]=2[NH:4][C:3]1=[O:29].